From a dataset of Catalyst prediction with 721,799 reactions and 888 catalyst types from USPTO. Predict which catalyst facilitates the given reaction. Reactant: Cl[CH2:2][C:3]([N:5]([C@H:19]1[CH2:24][CH2:23][CH2:22][CH2:21][C@@H:20]1[OH:25])[CH:6]1[CH2:11][CH2:10][N:9]([C:12]([O:14][C:15]([CH3:18])([CH3:17])[CH3:16])=[O:13])[CH2:8][CH2:7]1)=[O:4].O. Product: [O:4]=[C:3]1[N:5]([CH:6]2[CH2:11][CH2:10][N:9]([C:12]([O:14][C:15]([CH3:18])([CH3:17])[CH3:16])=[O:13])[CH2:8][CH2:7]2)[C@@H:19]2[C@H:20]([CH2:21][CH2:22][CH2:23][CH2:24]2)[O:25][CH2:2]1. The catalyst class is: 1.